This data is from Reaction yield outcomes from USPTO patents with 853,638 reactions. The task is: Predict the reaction yield, written as a fraction of the theoretical maximum amount of product (1.0 means a 100% yield; for example, 0.34 means a 34% yield). (1) The reactants are [CH3:1][O:2][C:3]1[CH:11]=[C:10]([O:12][CH3:13])[CH:9]=[C:8]([NH:14][CH3:15])[C:4]=1[C:5]([NH2:7])=[O:6].Cl[C:17]([C:19]1[CH:24]=[C:23]([CH3:25])[C:22]([O:26][C:27](=[O:29])[CH3:28])=[C:21]([CH3:30])[CH:20]=1)=O. The catalyst is N1C=CC=CC=1. The product is [CH3:1][O:2][C:3]1[CH:11]=[C:10]([O:12][CH3:13])[CH:9]=[C:8]2[C:4]=1[C:5](=[O:6])[N:7]=[C:17]([C:19]1[CH:24]=[C:23]([CH3:25])[C:22]([O:26][C:27](=[O:29])[CH3:28])=[C:21]([CH3:30])[CH:20]=1)[N:14]2[CH3:15]. The yield is 0.670. (2) The yield is 0.970. The reactants are [O:1]=[C:2]1[NH:6][C:5]2[CH:7]=[CH:8][C:9]([C:11]#N)=[CH:10][C:4]=2[O:3]1.[OH2:13]. The catalyst is C(O)=O.[Al].[Ni]. The product is [O:1]=[C:2]1[NH:6][C:5]2[CH:7]=[CH:8][C:9]([CH:11]=[O:13])=[CH:10][C:4]=2[O:3]1. (3) The reactants are [CH3:1][Mg]Br.[Cl:4][C:5]1[CH:10]=[CH:9][C:8]([C@H:11]2[N:18]3[C:14]([S:15][C:16]([C:22](N(OC)C)=[O:23])=[C:17]3[CH:19]([CH3:21])[CH3:20])=[N:13][C@:12]2([C:29]2[CH:34]=[CH:33][C:32]([Cl:35])=[CH:31][CH:30]=2)[CH3:28])=[CH:7][CH:6]=1.[Cl-].[NH4+]. The catalyst is O1CCCC1. The product is [Cl:4][C:5]1[CH:6]=[CH:7][C:8]([C@H:11]2[N:18]3[C:14]([S:15][C:16]([C:22](=[O:23])[CH3:1])=[C:17]3[CH:19]([CH3:20])[CH3:21])=[N:13][C@:12]2([C:29]2[CH:30]=[CH:31][C:32]([Cl:35])=[CH:33][CH:34]=2)[CH3:28])=[CH:9][CH:10]=1. The yield is 0.860. (4) The reactants are [NH2:1][C@@H:2]([C:7]([CH3:10])([CH3:9])[CH3:8])[C:3]([O:5][CH3:6])=[O:4].CCN(C(C)C)C(C)C.F[C:21]([O:23][C:24]12[CH2:33][CH:28]3[CH2:29][CH:30]([CH2:32][CH:26]([CH2:27]3)[CH2:25]1)[CH2:31]2)=[O:22]. The catalyst is C(Cl)Cl. The product is [CH3:6][O:5][C:3](=[O:4])[C@@H:2]([NH:1][C:21]([O:23][C:24]12[CH2:33][CH:28]3[CH2:27][CH:26]([CH2:32][CH:30]([CH2:29]3)[CH2:31]1)[CH2:25]2)=[O:22])[C:7]([CH3:10])([CH3:9])[CH3:8]. The yield is 0.680.